Dataset: Peptide-MHC class I binding affinity with 185,985 pairs from IEDB/IMGT. Task: Regression. Given a peptide amino acid sequence and an MHC pseudo amino acid sequence, predict their binding affinity value. This is MHC class I binding data. (1) The peptide sequence is VTMMKYCSY. The MHC is HLA-A68:01 with pseudo-sequence HLA-A68:01. The binding affinity (normalized) is 0.422. (2) The peptide sequence is RPAGARAAF. The MHC is HLA-B51:01 with pseudo-sequence HLA-B51:01. The binding affinity (normalized) is 0.0847. (3) The peptide sequence is QLRSVGLNL. The MHC is HLA-A02:01 with pseudo-sequence HLA-A02:01. The binding affinity (normalized) is 0.189. (4) The MHC is HLA-A31:01 with pseudo-sequence HLA-A31:01. The peptide sequence is LLMPLKAPK. The binding affinity (normalized) is 0.857. (5) The peptide sequence is LSAQENMGPRY. The MHC is Mamu-A01 with pseudo-sequence Mamu-A01. The binding affinity (normalized) is 0. (6) The peptide sequence is LAMGIMMLK. The MHC is HLA-A03:01 with pseudo-sequence HLA-A03:01. The binding affinity (normalized) is 0.599. (7) The peptide sequence is YLQSKGKDI. The binding affinity (normalized) is 0.0847. The MHC is HLA-B44:02 with pseudo-sequence HLA-B44:02. (8) The peptide sequence is YYKDDISYF. The MHC is HLA-B57:01 with pseudo-sequence HLA-B57:01. The binding affinity (normalized) is 0.0847. (9) The binding affinity (normalized) is 0.240. The MHC is H-2-Kb with pseudo-sequence H-2-Kb. The peptide sequence is KLWEWLGYL. (10) The peptide sequence is GEVGLDLTV. The MHC is HLA-A69:01 with pseudo-sequence HLA-A69:01. The binding affinity (normalized) is 0.0847.